Dataset: Full USPTO retrosynthesis dataset with 1.9M reactions from patents (1976-2016). Task: Predict the reactants needed to synthesize the given product. (1) Given the product [N+:34]([C:28]1[CH:29]=[C:30]([NH2:33])[CH:31]=[CH:32][C:27]=1[B:17]1[O:18][C:19]([CH3:24])([CH3:25])[C:20]([CH3:22])([CH3:23])[O:21]1)([O-:36])=[O:35], predict the reactants needed to synthesize it. The reactants are: N#N.CC([O-])=O.[K+].[B:17]1([B:17]2[O:21][C:20]([CH3:23])([CH3:22])[C:19]([CH3:25])([CH3:24])[O:18]2)[O:21][C:20]([CH3:23])([CH3:22])[C:19]([CH3:25])([CH3:24])[O:18]1.Br[C:27]1[CH:32]=[CH:31][C:30]([NH2:33])=[CH:29][C:28]=1[N+:34]([O-:36])=[O:35]. (2) Given the product [Br:1][C:2]1[C:10]2[S:9][N:8]=[N:7][C:6]=2[CH:5]=[C:4]([CH3:12])[CH:3]=1, predict the reactants needed to synthesize it. The reactants are: [Br:1][C:2]1[C:10]2[S:9][N:8]=[N:7][C:6]=2[CH:5]=[C:4](I)[CH:3]=1.[CH3:12][Zn]C. (3) Given the product [CH3:22][C:19]1([CH3:23])[O:18][C@H:17]([CH2:16][CH2:15][N:8]2[C:9](=[O:12])[CH:10]=[N:11][C:6]3[CH:5]=[CH:4][C:3]([O:2][CH3:1])=[N:13][C:7]2=3)[CH2:21][O:20]1, predict the reactants needed to synthesize it. The reactants are: [CH3:1][O:2][C:3]1[CH:4]=[CH:5][C:6]2[N:11]=[CH:10][C:9](=[O:12])[NH:8][C:7]=2[N:13]=1.I[CH2:15][CH2:16][C@@H:17]1[CH2:21][O:20][C:19]([CH3:23])([CH3:22])[O:18]1.C(=O)([O-])[O-].[Cs+].[Cs+].O. (4) Given the product [CH3:1][C:2]1[N:7]=[CH:6][C:5]([CH2:8][CH2:9][N:10]2[C:18]3[CH:17]=[CH:16][C:15]([O:19][C:20]([F:22])([F:23])[F:21])=[CH:14][C:13]=3[C:12]3[CH2:24][N:25]4[CH2:26][CH2:27][CH:28]([C:11]2=3)[CH2:29][CH2:30]4)=[CH:4][CH:3]=1, predict the reactants needed to synthesize it. The reactants are: [CH3:1][C:2]1[N:7]=[CH:6][C:5](/[CH:8]=[CH:9]\[N:10]2[C:18]3[CH:17]=[CH:16][C:15]([O:19][C:20]([F:23])([F:22])[F:21])=[CH:14][C:13]=3[C:12]3[CH2:24][N:25]4[CH2:30][CH2:29][CH:28]([C:11]2=3)[CH2:27][CH2:26]4)=[CH:4][CH:3]=1. (5) The reactants are: [CH2:1]([O:3][C:4]([CH2:6][S:7][C:8]1[C:16]2[C:12](=[C:13]([C:19]([O:21][CH2:22][CH3:23])=[O:20])[S:14][C:15]=2[S:17][CH3:18])[CH2:11][CH2:10][C:9]=1[CH:24]=O)=[O:5])[CH3:2]. Given the product [CH3:18][S:17][C:15]1[S:14][C:13]([C:19]([O:21][CH2:22][CH3:23])=[O:20])=[C:12]2[CH2:11][CH2:10][C:9]3[CH:24]=[C:6]([C:4]([O:3][CH2:1][CH3:2])=[O:5])[S:7][C:8]=3[C:16]=12, predict the reactants needed to synthesize it. (6) Given the product [CH3:1][O:2][C:3]1[CH:4]=[C:5]2[C:10](=[CH:11][CH:12]=1)[C:9]([O:13][C:14]1[CH:19]=[CH:18][C:17]([O:20][CH2:21][CH2:22][N:23]3[CH2:24][CH2:25][CH2:26][CH2:27][CH2:28]3)=[CH:16][CH:15]=1)=[C:8]([C:29]([OH:32])=[O:30])[CH2:7][CH2:6]2, predict the reactants needed to synthesize it. The reactants are: [CH3:1][O:2][C:3]1[CH:4]=[C:5]2[C:10](=[CH:11][CH:12]=1)[C:9]([O:13][C:14]1[CH:19]=[CH:18][C:17]([O:20][CH2:21][CH2:22][N:23]3[CH2:28][CH2:27][CH2:26][CH2:25][CH2:24]3)=[CH:16][CH:15]=1)=[C:8]([CH:29]=[O:30])[CH2:7][CH2:6]2.C1(C=CC=C(O)C=1)[OH:32].C1COCC1.Cl([O-])=O.[Na+]. (7) Given the product [CH2:20]([N:8]([CH2:1][C:2]1[CH:7]=[CH:6][CH:5]=[CH:4][CH:3]=1)[C@H:9]1[CH2:10][CH2:11][C@H:12]([O:15][CH2:16][CH2:17][CH2:18][N:44]2[CH2:48][CH2:47][CH2:46][CH2:45]2)[CH2:13][CH2:14]1)[C:21]1[CH:26]=[CH:25][CH:24]=[CH:23][CH:22]=1, predict the reactants needed to synthesize it. The reactants are: [CH2:1]([N:8]([CH2:20][C:21]1[CH:26]=[CH:25][CH:24]=[CH:23][CH:22]=1)[C@H:9]1[CH2:14][CH2:13][C@H:12]([O:15][CH2:16][CH2:17][CH2:18]O)[CH2:11][CH2:10]1)[C:2]1[CH:7]=[CH:6][CH:5]=[CH:4][CH:3]=1.S(Cl)(C1C=CC(C)=CC=1)(=O)=O.C(=O)([O-])[O-].[K+].[K+].[NH:44]1[CH2:48][CH2:47][CH2:46][CH2:45]1. (8) Given the product [C:1]([O:5][C:6]([NH:8][C@@:9]([C:10]([O:12][CH2:13][CH3:14])=[O:11])([C:15]([OH:17])=[O:16])[CH2:20][C:21]([O:23][CH2:24][C:25]1[CH:30]=[CH:29][CH:28]=[CH:27][CH:26]=1)=[O:22])=[O:7])([CH3:3])([CH3:4])[CH3:2], predict the reactants needed to synthesize it. The reactants are: [C:1]([O:5][C:6]([NH:8][C:9]([CH2:20][C:21]([O:23][CH2:24][C:25]1[CH:30]=[CH:29][CH:28]=[CH:27][CH:26]=1)=[O:22])([C:15]([O:17]CC)=[O:16])[C:10]([O:12][CH2:13][CH3:14])=[O:11])=[O:7])([CH3:4])([CH3:3])[CH3:2].